This data is from Reaction yield outcomes from USPTO patents with 853,638 reactions. The task is: Predict the reaction yield, written as a fraction of the theoretical maximum amount of product (1.0 means a 100% yield; for example, 0.34 means a 34% yield). (1) The reactants are CN(CC)C.C([O-])([O-])=O.[K+].[K+].[NH:12]1[CH2:16][CH2:15][CH2:14][C:13]1=[O:17].Br[C:19]1[CH:24]=[CH:23][C:22]([CH2:25][CH2:26][OH:27])=[CH:21][CH:20]=1. The catalyst is [Cu]I. The product is [OH:27][CH2:26][CH2:25][C:22]1[CH:23]=[CH:24][C:19]([N:12]2[CH2:16][CH2:15][CH2:14][C:13]2=[O:17])=[CH:20][CH:21]=1. The yield is 0.370. (2) The product is [CH3:1][C:2]1[C:3]([N:10]2[CH2:15][CH2:14][O:13][CH2:12][CH2:11]2)=[C:4]([CH2:5][N:19]2[CH2:18][CH2:17][N:16]([C:22]([O:24][C:25]([CH3:28])([CH3:27])[CH3:26])=[O:23])[CH2:21][CH2:20]2)[CH:7]=[CH:8][CH:9]=1. The reactants are [CH3:1][C:2]1[C:3]([N:10]2[CH2:15][CH2:14][O:13][CH2:12][CH2:11]2)=[C:4]([CH:7]=[CH:8][CH:9]=1)[CH:5]=O.[N:16]1([C:22]([O:24][C:25]([CH3:28])([CH3:27])[CH3:26])=[O:23])[CH2:21][CH2:20][NH:19][CH2:18][CH2:17]1.C(O[BH-](OC(=O)C)OC(=O)C)(=O)C.[Na+]. No catalyst specified. The yield is 0.340. (3) The reactants are [F:1][C:2]1[CH:3]=[C:4]([C@H:9]2[CH2:14][C@@H:13]([CH2:15]OS(C)(=O)=O)[CH2:12][CH2:11][N:10]2[C:21]([O:23][CH2:24][C:25]2[CH:30]=[CH:29][CH:28]=[CH:27][CH:26]=2)=[O:22])[CH:5]=[CH:6][C:7]=1[F:8].[F-:31].[Cs+]. The catalyst is CS(C)=O. The product is [F:1][C:2]1[CH:3]=[C:4]([C@H:9]2[CH2:14][C@@H:13]([CH2:15][F:31])[CH2:12][CH2:11][N:10]2[C:21]([O:23][CH2:24][C:25]2[CH:30]=[CH:29][CH:28]=[CH:27][CH:26]=2)=[O:22])[CH:5]=[CH:6][C:7]=1[F:8]. The yield is 0.510. (4) The reactants are [Cl:1][C:2]1[CH:3]=[C:4]([NH:9][C:10]([N:12]2[CH2:17][CH2:16][N:15]([CH2:18][C@@H:19]3[CH2:24][CH2:23][CH2:22][NH:21][CH2:20]3)[CH2:14][CH2:13]2)=[O:11])[CH:5]=[CH:6][C:7]=1[Cl:8].C(N(CC)CC)C.[S:32]1[CH:36]=[CH:35][CH:34]=[C:33]1[CH2:37][C:38](Cl)=[O:39]. The catalyst is O1CCCC1. The product is [Cl:1][C:2]1[CH:3]=[C:4]([NH:9][C:10]([N:12]2[CH2:17][CH2:16][N:15]([CH2:18][C@@H:19]3[CH2:24][CH2:23][CH2:22][N:21]([C:38](=[O:39])[CH2:37][C:33]4[S:32][CH:36]=[CH:35][CH:34]=4)[CH2:20]3)[CH2:14][CH2:13]2)=[O:11])[CH:5]=[CH:6][C:7]=1[Cl:8]. The yield is 0.750. (5) The reactants are Cl.[CH:2]1[CH:10]=[CH:9][C:8]2[CH2:11][CH2:12][N:6]3[C:7]=2[C:3]=1[C:4]1[CH2:16][NH:15][CH2:14][CH2:13][C:5]=13.[BH4-].[Na+].[OH-].[Na+]. The catalyst is C(O)(C(F)(F)F)=O. The product is [CH:2]1[CH:10]=[CH:9][C:8]2[CH2:11][CH2:12][N:6]3[C:7]=2[C:3]=1[C@H:4]1[CH2:16][NH:15][CH2:14][CH2:13][C@H:5]13. The yield is 1.00. (6) The reactants are C([O:3][C:4](=[O:21])[C:5]1[CH:10]=[CH:9][CH:8]=[C:7]([C:11]#[C:12][CH2:13][CH2:14][CH2:15][C:16](=[O:20])[N:17]([CH3:19])[CH3:18])[CH:6]=1)C.[OH-].[Na+].Cl. No catalyst specified. The product is [CH3:19][N:17]([CH3:18])[C:16]([CH2:15][CH2:14][CH2:13][C:12]#[C:11][C:7]1[CH:6]=[C:5]([CH:10]=[CH:9][CH:8]=1)[C:4]([OH:21])=[O:3])=[O:20]. The yield is 0.740. (7) The reactants are [N:1]12[CH2:8][CH2:7][C:4]([C:9]([C:17]3[CH:22]=[CH:21][CH:20]=[CH:19][CH:18]=3)([C:11]3[CH:16]=[CH:15][CH:14]=[CH:13][CH:12]=3)[OH:10])([CH2:5][CH2:6]1)[CH2:3][CH2:2]2.[Br:23][CH2:24][CH2:25][CH2:26][N:27]1[C:35](=[O:36])[C:34]2[C:29](=[CH:30][CH:31]=[CH:32][CH:33]=2)[C:28]1=[O:37]. The catalyst is CC#N. The product is [Br-:23].[O:37]=[C:28]1[C:29]2[C:34](=[CH:33][CH:32]=[CH:31][CH:30]=2)[C:35](=[O:36])[N:27]1[CH2:26][CH2:25][CH2:24][N+:1]12[CH2:6][CH2:5][C:4]([C:9]([OH:10])([C:17]3[CH:22]=[CH:21][CH:20]=[CH:19][CH:18]=3)[C:11]3[CH:12]=[CH:13][CH:14]=[CH:15][CH:16]=3)([CH2:3][CH2:2]1)[CH2:7][CH2:8]2. The yield is 0.824. (8) The reactants are Br[C:2]1[C:14]([Cl:15])=[CH:13][C:12]([C:16]([NH2:18])=[O:17])=[C:11]2[C:3]=1[C:4]1[CH2:5][CH2:6][C@H:7]([C:19]([OH:22])([CH3:21])[CH3:20])[CH2:8][C:9]=1[NH:10]2.[F:23][C:24]1[CH:25]=[CH:26][CH:27]=[C:28]2[C:33]=1[N:32]([CH3:34])[C:31](=[O:35])[N:30]([C:36]1[CH:41]=[CH:40][CH:39]=[C:38](B3OC(C)(C)C(C)(C)O3)[C:37]=1[CH3:51])[C:29]2=[O:52].C([O-])([O-])=O.[Cs+].[Cs+]. The catalyst is C1COCC1.O.CCOC(C)=O.C1C=CC(P(C2C=CC=CC=2)[C-]2C=CC=C2)=CC=1.C1C=CC(P(C2C=CC=CC=2)[C-]2C=CC=C2)=CC=1.Cl[Pd]Cl.[Fe+2].C(Cl)Cl. The product is [Cl:15][C:14]1[C:2]([C:38]2[CH:39]=[CH:40][CH:41]=[C:36]([N:30]3[C:29](=[O:52])[C:28]4[C:33](=[C:24]([F:23])[CH:25]=[CH:26][CH:27]=4)[N:32]([CH3:34])[C:31]3=[O:35])[C:37]=2[CH3:51])=[C:3]2[C:11](=[C:12]([C:16]([NH2:18])=[O:17])[CH:13]=1)[NH:10][C:9]1[CH2:8][C@@H:7]([C:19]([OH:22])([CH3:21])[CH3:20])[CH2:6][CH2:5][C:4]2=1. The yield is 0.500. (9) The reactants are [CH2:1]([O:5][C:6]1[CH:11]=[C:10]([CH2:12]O)[CH:9]=[CH:8][C:7]=1[C:14]1[CH:19]=[C:18]([O:20][CH3:21])[CH:17]=[CH:16][C:15]=1[F:22])[CH2:2][CH2:3][CH3:4].S(Cl)([Cl:25])=O. The catalyst is C(Cl)Cl. The product is [CH2:1]([O:5][C:6]1[CH:11]=[C:10]([CH2:12][Cl:25])[CH:9]=[CH:8][C:7]=1[C:14]1[CH:19]=[C:18]([O:20][CH3:21])[CH:17]=[CH:16][C:15]=1[F:22])[CH2:2][CH2:3][CH3:4]. The yield is 0.855. (10) The yield is 0.500. The catalyst is CS(C)=O. The product is [Cl:1][C:2]1[C:7]([O:8][CH3:9])=[CH:6][C:5]([O:10][CH3:11])=[CH:4][C:3]=1[C:12]1[C:24](=[O:25])[N:23]([CH2:26][CH2:27][N:28]2[CH2:33][CH2:32][CH:31]([NH:34][C:35](=[O:41])[O:36][C:37]([CH3:40])([CH3:39])[CH3:38])[CH2:30][CH2:29]2)[C:15]2[N:16]=[C:17]([NH:44][CH3:43])[N:18]=[CH:19][C:14]=2[CH:13]=1. The reactants are [Cl:1][C:2]1[C:7]([O:8][CH3:9])=[CH:6][C:5]([O:10][CH3:11])=[CH:4][C:3]=1[C:12]1[C:24](=[O:25])[N:23]([CH2:26][CH2:27][N:28]2[CH2:33][CH2:32][CH:31]([NH:34][C:35](=[O:41])[O:36][C:37]([CH3:40])([CH3:39])[CH3:38])[CH2:30][CH2:29]2)[C:15]2[N:16]=[C:17](S(C)=O)[N:18]=[CH:19][C:14]=2[CH:13]=1.Cl.[CH3:43][NH2:44].O.C(OCC)(=O)C.